Predict the reaction yield, written as a fraction of the theoretical maximum amount of product (1.0 means a 100% yield; for example, 0.34 means a 34% yield). From a dataset of Reaction yield outcomes from USPTO patents with 853,638 reactions. (1) The reactants are [F:1][C:2]1[CH:3]=[C:4]([C:27]2[C:28]([C:33]#[N:34])=[CH:29][CH:30]=[CH:31][CH:32]=2)[CH:5]=[CH:6][C:7]=1[CH2:8][C:9]1[C:14](=[O:15])[N:13]([C:16]2[CH:21]=[CH:20][C:19]([OH:22])=[CH:18][CH:17]=2)[C:12]([CH3:23])=[N:11][C:10]=1[CH2:24][CH2:25][CH3:26].Br[C:36]([CH3:42])([CH3:41])[C:37]([O:39][CH3:40])=[O:38].C(=O)([O-])[O-].[Cs+].[Cs+].C(OCC)(=O)C. The catalyst is CN(C)C=O.O. The product is [C:33]([C:28]1[CH:29]=[CH:30][CH:31]=[CH:32][C:27]=1[C:4]1[CH:5]=[CH:6][C:7]([CH2:8][C:9]2[C:14](=[O:15])[N:13]([C:16]3[CH:21]=[CH:20][C:19]([O:22][C:36]([CH3:42])([CH3:41])[C:37]([O:39][CH3:40])=[O:38])=[CH:18][CH:17]=3)[C:12]([CH3:23])=[N:11][C:10]=2[CH2:24][CH2:25][CH3:26])=[C:2]([F:1])[CH:3]=1)#[N:34]. The yield is 0.960. (2) The reactants are [C:1]([C:5]1[CH:10]=[CH:9][C:8]([NH:11][C:12]2[C:13]3[CH2:28][CH2:27][N:26](CC4C=CC=CC=4)[CH2:25][C:14]=3[N:15]=[C:16]([CH2:18][N:19]3[CH2:24][CH2:23][O:22][CH2:21][CH2:20]3)[N:17]=2)=[CH:7][CH:6]=1)([CH3:4])([CH3:3])[CH3:2].[H][H]. The catalyst is CO.[OH-].[OH-].[Pd+2]. The product is [C:1]([C:5]1[CH:10]=[CH:9][C:8]([NH:11][C:12]2[C:13]3[CH2:28][CH2:27][NH:26][CH2:25][C:14]=3[N:15]=[C:16]([CH2:18][N:19]3[CH2:20][CH2:21][O:22][CH2:23][CH2:24]3)[N:17]=2)=[CH:7][CH:6]=1)([CH3:4])([CH3:2])[CH3:3]. The yield is 0.770. (3) The reactants are [OH:1][C:2]1[CH:3]=[C:4]([CH:9]=[CH:10][CH:11]=1)[C:5]([NH:7][NH2:8])=O.I.CS[C:15](=[NH:28])[NH:16][C:17]1[CH:22]=[CH:21][C:20]([Cl:23])=[C:19]([C:24]([F:27])([F:26])[F:25])[CH:18]=1. The catalyst is N1C=CC=CC=1. The product is [Cl:23][C:20]1[CH:21]=[CH:22][C:17]([NH:16][C:15]2[NH:28][C:5]([C:4]3[CH:3]=[C:2]([OH:1])[CH:11]=[CH:10][CH:9]=3)=[N:7][N:8]=2)=[CH:18][C:19]=1[C:24]([F:25])([F:26])[F:27]. The yield is 0.313. (4) The reactants are [F:1][C:2]1[CH:7]=[CH:6][C:5]([F:8])=[CH:4][C:3]=1[S:9]([NH:12][C:13]1[C:14]([F:23])=[C:15]([CH:20]=[CH:21][CH:22]=1)[C:16]([O:18]C)=O)(=[O:11])=[O:10].[Li+].C[Si]([N-][Si](C)(C)C)(C)C.[Cl:34][C:35]1[N:40]=[C:39]([CH3:41])[CH:38]=[CH:37][N:36]=1. The catalyst is C1COCC1. The product is [Cl:34][C:35]1[N:40]=[C:39]([CH2:41][C:16]([C:15]2[C:14]([F:23])=[C:13]([NH:12][S:9]([C:3]3[CH:4]=[C:5]([F:8])[CH:6]=[CH:7][C:2]=3[F:1])(=[O:10])=[O:11])[CH:22]=[CH:21][CH:20]=2)=[O:18])[CH:38]=[CH:37][N:36]=1. The yield is 0.332. (5) The reactants are [CH:1]1([C:4]2[NH:8][N:7]=[C:6]([NH2:9])[CH:5]=2)[CH2:3][CH2:2]1.[Cl:10][C:11]1[N:16]=[C:15](Cl)[CH:14]=[C:13]([C:18]([F:21])([F:20])[F:19])[N:12]=1.CCN(C(C)C)C(C)C. The catalyst is CCO. The product is [Cl:10][C:11]1[N:16]=[C:15]([NH:9][C:6]2[CH:5]=[C:4]([CH:1]3[CH2:3][CH2:2]3)[NH:8][N:7]=2)[CH:14]=[C:13]([C:18]([F:21])([F:19])[F:20])[N:12]=1. The yield is 0.515.